This data is from Full USPTO retrosynthesis dataset with 1.9M reactions from patents (1976-2016). The task is: Predict the reactants needed to synthesize the given product. Given the product [CH3:1][C@@H:2]1[C:31]([CH3:32])([CH3:33])[O:30][C@:4]2([O:8][C@H:7]3[CH2:9][C@H:10]4[C@@H:15]5[CH2:16][CH2:17][C@H:18]6[CH2:23][C@H:22]([OH:24])[CH2:21][CH2:20][C@:19]6([CH3:25])[C@H:14]5[C:13](=[O:26])[CH2:12][C@:11]4([CH3:27])[C@H:6]3[C@:5]2([OH:29])[CH3:28])[CH2:3]1.[CH3:1][C@@H:2]1[C:31]([CH3:32])([CH3:33])[O:30][C@:4]2([O:8][C@H:7]3[CH2:9][C@H:10]4[C@@H:15]5[CH2:16][CH2:17][C@H:18]6[CH2:23][C:22](=[O:24])[CH2:21][CH2:20][C@:19]6([CH3:25])[C@H:14]5[C:13](=[O:26])[CH2:12][C@:11]4([CH3:27])[C@H:6]3[C@:5]2([OH:29])[CH3:28])[CH2:3]1, predict the reactants needed to synthesize it. The reactants are: [CH3:1][C@@H:2]1[C:31]([CH3:33])([CH3:32])[O:30][C@:4]2([O:8][C@H:7]3[CH2:9][C@H:10]4[C@@H:15]5[CH2:16][CH2:17][C@H:18]6[CH2:23][C@H:22]([OH:24])[CH2:21][CH2:20][C@:19]6([CH3:25])[C@H:14]5[C@@H:13]([OH:26])[CH2:12][C@:11]4([CH3:27])[C@H:6]3[C@:5]2([OH:29])[CH3:28])[CH2:3]1.